From a dataset of Reaction yield outcomes from USPTO patents with 853,638 reactions. Predict the reaction yield, written as a fraction of the theoretical maximum amount of product (1.0 means a 100% yield; for example, 0.34 means a 34% yield). The reactants are [Br:1][C:2]1[CH:3]=[C:4]([CH2:8][OH:9])[CH:5]=[CH:6][CH:7]=1.[NH2:10][C:11]1[C:16]([F:17])=[CH:15][N:14]=[C:13](Cl)[N:12]=1. The catalyst is CC(O)(C)C.O. The product is [Br:1][C:2]1[CH:3]=[C:4]([CH:5]=[CH:6][CH:7]=1)[CH2:8][O:9][C:13]1[N:12]=[C:11]([NH2:10])[C:16]([F:17])=[CH:15][N:14]=1. The yield is 0.490.